This data is from Full USPTO retrosynthesis dataset with 1.9M reactions from patents (1976-2016). The task is: Predict the reactants needed to synthesize the given product. (1) The reactants are: [CH2:1]([S:5]([N:8]1[CH2:17][CH2:16][C:15]2[N:14]=[C:13]([C:18]([O:20]C)=O)[CH:12]=[CH:11][C:10]=2[CH2:9]1)(=[O:7])=[O:6])[CH2:2][CH2:3][CH3:4].[K].[NH2:23][OH:24].C(O)(=O)C. Given the product [CH2:1]([S:5]([N:8]1[CH2:17][CH2:16][C:15]2[N:14]=[C:13]([C:18]([NH:23][OH:24])=[O:20])[CH:12]=[CH:11][C:10]=2[CH2:9]1)(=[O:6])=[O:7])[CH2:2][CH2:3][CH3:4], predict the reactants needed to synthesize it. (2) Given the product [C:35]([C:39]1[CH:43]=[C:42]([C:44]([F:46])([F:47])[F:45])[N:41]([CH2:48][C:49]([NH:8][C@H:9]([C:19]2[C:24]([C:25]3[CH:26]=[CH:27][C:28]([F:34])=[C:29]([CH:33]=3)[C:30]([NH2:32])=[O:31])=[CH:23][CH:22]=[CH:21][N:20]=2)[CH2:10][C:11]2[CH:12]=[C:13]([F:18])[CH:14]=[C:15]([F:17])[CH:16]=2)=[O:50])[N:40]=1)([CH3:38])([CH3:36])[CH3:37], predict the reactants needed to synthesize it. The reactants are: FC(F)(F)C(O)=O.[NH2:8][C@H:9]([C:19]1[C:24]([C:25]2[CH:26]=[CH:27][C:28]([F:34])=[C:29]([CH:33]=2)[C:30]([NH2:32])=[O:31])=[CH:23][CH:22]=[CH:21][N:20]=1)[CH2:10][C:11]1[CH:16]=[C:15]([F:17])[CH:14]=[C:13]([F:18])[CH:12]=1.[C:35]([C:39]1[CH:43]=[C:42]([C:44]([F:47])([F:46])[F:45])[N:41]([CH2:48][C:49](O)=[O:50])[N:40]=1)([CH3:38])([CH3:37])[CH3:36]. (3) The reactants are: C([N:3]([C:5](=[O:36])[C:6]1[CH:11]=[C:10]([C:12]#[N:13])[CH:9]=[CH:8][C:7]=1[CH:14]1[C:19]([C:20](=O)[CH3:21])=[C:18]([CH3:23])[N:17]([C:24]2[CH:29]=[CH:28][CH:27]=[C:26]([C:30]([F:33])([F:32])[F:31])[CH:25]=2)[C:16](=[O:34])[N:15]1[CH3:35])[NH2:4])=O.[OH-:37].[CH3:38]OC(NS([N+](CC)(CC)CC)(=O)=O)=O. Given the product [C:20]([C:19]1[CH:14]([C:7]2[CH:8]=[CH:9][C:10]([C:12]#[N:13])=[CH:11][C:6]=2[C:5]2[O:36][CH:38]=[N:4][N:3]=2)[N:15]([CH3:35])[C:16](=[O:34])[N:17]([C:24]2[CH:29]=[CH:28][CH:27]=[C:26]([C:30]([F:32])([F:31])[F:33])[CH:25]=2)[C:18]=1[CH3:23])(=[O:37])[CH3:21], predict the reactants needed to synthesize it. (4) Given the product [Cl:15][C:16]1[C:17]([F:24])=[C:18]([N:22]2[C:11]([CH3:12])=[C:5]([C:6]([O:8][CH2:9][CH3:10])=[O:7])[CH:4]=[N:2]2)[CH:19]=[CH:20][CH:21]=1, predict the reactants needed to synthesize it. The reactants are: C[N:2]([CH:4]=[C:5]([C:11](=O)[CH3:12])[C:6]([O:8][CH2:9][CH3:10])=[O:7])C.Cl.[Cl:15][C:16]1[C:17]([F:24])=[C:18]([NH:22]N)[CH:19]=[CH:20][CH:21]=1. (5) Given the product [Br:1][C:2]1[CH:14]=[CH:13][C:12]2[C:11]3[C:6]([C:5]4([CH2:31][CH2:30][C:19]5([O:20][CH2:21][CH2:22][O:18]5)[CH2:23][CH2:24]4)[C:4]=2[CH:3]=1)=[CH:7][C:8]([Br:15])=[CH:9][CH:10]=3, predict the reactants needed to synthesize it. The reactants are: [Br:1][C:2]1[CH:14]=[CH:13][C:12]2[C:11]3[C:6](=[CH:7][C:8]([Br:15])=[CH:9][CH:10]=3)[CH2:5][C:4]=2[CH:3]=1.[H-].[Na+].[O:18]1[CH2:22][CH2:21][O:20][C:19]1([CH2:30][CH2:31]CS([O-])(=O)=O)[CH2:23][CH2:24]CS([O-])(=O)=O. (6) Given the product [NH2:23][C@@H:10]([CH2:11][CH2:12][CH2:13][CH2:14][NH2:15])[C:9]([NH:27][CH2:28][CH2:29][C:30](=[O:51])[NH:31][C:32](=[O:50])[CH2:33][C:34]1[CH:35]=[CH:36][C:37]([CH2:40][CH2:41][CH2:42][CH2:43][C:44]2[CH:45]=[CH:46][CH:47]=[CH:48][CH:49]=2)=[CH:38][CH:39]=1)=[O:8], predict the reactants needed to synthesize it. The reactants are: Cl.O1CCOCC1.[O:8]=[C:9]([NH:27][CH2:28][CH2:29][C:30](=[O:51])[NH:31][C:32](=[O:50])[CH2:33][C:34]1[CH:39]=[CH:38][C:37]([CH2:40][CH2:41][CH2:42][CH2:43][C:44]2[CH:49]=[CH:48][CH:47]=[CH:46][CH:45]=2)=[CH:36][CH:35]=1)[C@@H:10]([NH:23]C(=O)[O-])[CH2:11][CH2:12][CH2:13][CH2:14][NH:15]C(=O)OC(C)(C)C. (7) Given the product [CH3:16][O:15][C:12]1[CH:13]=[C:14]2[C:9](=[CH:10][CH:11]=1)[N:8]([S:17]([C:20]1[CH:21]=[CH:22][C:23]([O:26][CH3:27])=[CH:24][CH:25]=1)(=[O:19])=[O:18])[CH:7]=[C:6]2[CH2:5][CH2:4][C:3]([OH:28])=[O:2], predict the reactants needed to synthesize it. The reactants are: C[O:2][C:3](=[O:28])[CH2:4][CH2:5][C:6]1[C:14]2[C:9](=[CH:10][CH:11]=[C:12]([O:15][CH3:16])[CH:13]=2)[N:8]([S:17]([C:20]2[CH:25]=[CH:24][C:23]([O:26][CH3:27])=[CH:22][CH:21]=2)(=[O:19])=[O:18])[CH:7]=1.[OH-].[K+].